From a dataset of Peptide-MHC class I binding affinity with 185,985 pairs from IEDB/IMGT. Regression. Given a peptide amino acid sequence and an MHC pseudo amino acid sequence, predict their binding affinity value. This is MHC class I binding data. (1) The peptide sequence is IESNPLFPV. The MHC is HLA-A26:01 with pseudo-sequence HLA-A26:01. The binding affinity (normalized) is 0.0847. (2) The peptide sequence is GLITNTIAG. The MHC is HLA-A02:01 with pseudo-sequence HLA-A02:01. The binding affinity (normalized) is 0.231. (3) The peptide sequence is RVYLNGIGK. The MHC is HLA-B18:01 with pseudo-sequence HLA-B18:01. The binding affinity (normalized) is 0.0847. (4) The peptide sequence is GHFPLQHAL. The MHC is HLA-A03:01 with pseudo-sequence HLA-A03:01. The binding affinity (normalized) is 0.0847. (5) The peptide sequence is MMWATAQAL. The MHC is HLA-C03:03 with pseudo-sequence HLA-C03:03. The binding affinity (normalized) is 0.462. (6) The binding affinity (normalized) is 0.516. The peptide sequence is STRTIILVGY. The MHC is HLA-A03:01 with pseudo-sequence HLA-A03:01.